From a dataset of Catalyst prediction with 721,799 reactions and 888 catalyst types from USPTO. Predict which catalyst facilitates the given reaction. (1) Reactant: Br[C:2]1[S:6][C:5]([S:7]([NH:10][C:11]2[CH:16]=[C:15]([N:17]3[CH2:22][C@H:21]([CH3:23])[NH:20][C@H:19]([CH3:24])[CH2:18]3)[CH:14]=[CH:13][C:12]=2[O:25][CH3:26])(=[O:9])=[O:8])=[CH:4][CH:3]=1.[F:27][C:28]1[CH:33]=[CH:32][CH:31]=[CH:30][C:29]=1B(O)O.CC(C)([O-])C.[K+]. Product: [CH3:24][C@H:19]1[NH:20][C@@H:21]([CH3:23])[CH2:22][N:17]([C:15]2[CH:14]=[CH:13][C:12]([O:25][CH3:26])=[C:11]([NH:10][S:7]([C:5]3[S:6][C:2]([C:29]4[CH:30]=[CH:31][CH:32]=[CH:33][C:28]=4[F:27])=[CH:3][CH:4]=3)(=[O:9])=[O:8])[CH:16]=2)[CH2:18]1. The catalyst class is: 108. (2) Product: [F:6][CH:2]([F:7])[O:25][C:17]1[CH:18]=[CH:19][CH:20]=[C:21]([N+:22]([O-:24])=[O:23])[C:16]=1[F:15]. The catalyst class is: 18. Reactant: Cl[C:2]([F:7])([F:6])C([O-])=O.[Na+].C(=O)([O-])[O-].[K+].[K+].[F:15][C:16]1[C:21]([N+:22]([O-:24])=[O:23])=[CH:20][CH:19]=[CH:18][C:17]=1[OH:25].